Dataset: Forward reaction prediction with 1.9M reactions from USPTO patents (1976-2016). Task: Predict the product of the given reaction. (1) Given the reactants C([NH:4][C:5]1[CH:10]=[C:9]([C:11]2[CH:16]=[CH:15][C:14]([Cl:17])=[C:13]([F:18])[C:12]=2[CH:19]=O)[N:8]=[C:7]([C:21]([O:23][CH3:24])=[O:22])[C:6]=1[Cl:25])(=O)C.[C:26](=O)([O-])[O-].[K+].[K+].[N+](=C(P(=O)(OC)OC)C(=O)C)=[N-].Cl, predict the reaction product. The product is: [NH2:4][C:5]1[CH:10]=[C:9]([C:11]2[CH:16]=[CH:15][C:14]([Cl:17])=[C:13]([F:18])[C:12]=2[C:19]#[CH:26])[N:8]=[C:7]([C:21]([O:23][CH3:24])=[O:22])[C:6]=1[Cl:25]. (2) Given the reactants Cl.[CH3:2][NH:3][O:4][CH3:5].[C:6]([OH:14])(=O)[C:7]1[CH:12]=[CH:11][CH:10]=[CH:9][CH:8]=1.CCN=C=NCCCN(C)C.Cl.CN1CCOCC1, predict the reaction product. The product is: [CH3:5][O:4][N:3]([CH3:2])[C:6](=[O:14])[C:7]1[CH:12]=[CH:11][CH:10]=[CH:9][CH:8]=1. (3) Given the reactants Cl.[NH2:2][CH2:3][C:4](=O)[CH2:5][CH2:6][C:7]1[CH:12]=[CH:11][CH:10]=[CH:9][CH:8]=1.[N:14]1[C:18]2[CH:19]=[CH:20][C:21]([C:23](O)=O)=[CH:22][C:17]=2[NH:16][CH:15]=1.COC1C=CC(P2(SP(C3C=CC(OC)=CC=3)(=S)S2)=[S:35])=CC=1.O=P(Cl)(Cl)Cl, predict the reaction product. The product is: [NH:14]1[C:18]2[CH:19]=[CH:20][C:21]([C:23]3[S:35][C:4]([CH2:5][CH2:6][C:7]4[CH:12]=[CH:11][CH:10]=[CH:9][CH:8]=4)=[CH:3][N:2]=3)=[CH:22][C:17]=2[N:16]=[CH:15]1. (4) Given the reactants [CH:1]1([CH2:6][O:7][C:8]2[CH:16]=[CH:15][CH:14]=[C:13]3[C:9]=2[CH:10]=[C:11]([C:17]([OH:19])=O)[NH:12]3)[CH2:5][CH2:4][CH2:3][CH2:2]1.Cl.Cl.Cl.[NH2:23][CH:24]1[CH2:29][CH2:28][N:27]([CH2:30][CH2:31][N:32]2[CH2:37][CH2:36][CH:35]([OH:38])[CH2:34][CH2:33]2)[CH2:26][CH2:25]1, predict the reaction product. The product is: [OH:38][CH:35]1[CH2:34][CH2:33][N:32]([CH2:31][CH2:30][N:27]2[CH2:26][CH2:25][CH:24]([NH:23][C:17]([C:11]3[NH:12][C:13]4[C:9]([CH:10]=3)=[C:8]([O:7][CH2:6][CH:1]3[CH2:2][CH2:3][CH2:4][CH2:5]3)[CH:16]=[CH:15][CH:14]=4)=[O:19])[CH2:29][CH2:28]2)[CH2:37][CH2:36]1. (5) The product is: [C:31]([C@H:29]([C@@H:27]([C:26]([OH:35])=[O:34])[OH:28])[OH:30])([OH:33])=[O:32].[CH3:1][N:2]([CH2:9][CH2:10][O:11][C:12]1[CH:25]=[CH:24][C:15]([CH2:16][CH:17]2[S:21][C:20](=[O:22])[NH:19][C:18]2=[O:23])=[CH:14][CH:13]=1)[C:3]1[CH:8]=[CH:7][CH:6]=[CH:5][N:4]=1. Given the reactants [CH3:1][N:2]([CH2:9][CH2:10][O:11][C:12]1[CH:25]=[CH:24][C:15]([CH2:16][CH:17]2[S:21][C:20](=[O:22])[NH:19][C:18]2=[O:23])=[CH:14][CH:13]=1)[C:3]1[CH:8]=[CH:7][CH:6]=[CH:5][N:4]=1.[C:26]([OH:35])(=[O:34])[C@H:27]([C@@H:29]([C:31]([OH:33])=[O:32])[OH:30])[OH:28], predict the reaction product. (6) Given the reactants [CH2:1]([NH2:11])/[CH:2]=[C:3](/[CH2:5][CH2:6][CH:7]=[C:8]([CH3:10])[CH3:9])\[CH3:4].C(N(CC)CC)C.[CH3:19][S:20](Cl)(=[O:22])=[O:21].O, predict the reaction product. The product is: [CH3:4]/[C:3](/[CH2:5][CH2:6][CH:7]=[C:8]([CH3:10])[CH3:9])=[CH:2]\[CH2:1][NH:11][S:20]([CH3:19])(=[O:22])=[O:21]. (7) Given the reactants Cl[C:2]1[CH:3]=[C:4]([N:14](CC2C=CC(OC)=CC=2)[C:15]2[CH:20]=[CH:19][CH:18]=[CH:17][CH:16]=2)[C:5]2[N:6]([C:8]([C:11]([OH:13])=O)=[CH:9][N:10]=2)[N:7]=1.[NH2:30][C:31]1[CH:36]=[CH:35][CH:34]=[CH:33][CH:32]=1.CCN=C=NCCCN(C)C.C1C=CC2N(O)N=NC=2C=1.C(N(CC)CC)C.[NH2:65][C@H:66]1[CH2:71][CH2:70][C@H:69]([NH2:72])[CH2:68][CH2:67]1, predict the reaction product. The product is: [NH2:65][C@H:66]1[CH2:71][CH2:70][C@H:69]([NH:72][C:2]2[CH:3]=[C:4]([NH:14][C:15]3[CH:16]=[CH:17][CH:18]=[CH:19][CH:20]=3)[C:5]3[N:6]([C:8]([C:11]([NH:30][C:31]4[CH:36]=[CH:35][CH:34]=[CH:33][CH:32]=4)=[O:13])=[CH:9][N:10]=3)[N:7]=2)[CH2:68][CH2:67]1. (8) The product is: [C:18]1([C:2]2[CH:3]=[C:4]([CH:7]=[C:8]([C:2]3[CH:3]=[CH:4][CH:7]=[CH:8][CH:9]=3)[C:9]=2[O:10][CH2:11][O:12][CH2:13][CH2:14][O:15][CH3:16])[CH:5]=[O:6])[CH:23]=[CH:22][CH:21]=[CH:20][CH:19]=1. Given the reactants I[C:2]1[CH:3]=[C:4]([CH:7]=[C:8](I)[C:9]=1[O:10][CH2:11][O:12][CH2:13][CH2:14][O:15][CH3:16])[CH:5]=[O:6].[C:18]1(B(O)O)[CH:23]=[CH:22][CH:21]=[CH:20][CH:19]=1, predict the reaction product.